From a dataset of Catalyst prediction with 721,799 reactions and 888 catalyst types from USPTO. Predict which catalyst facilitates the given reaction. (1) Reactant: [CH:1]([C:4]1[CH:12]=[CH:11][CH:10]=[C:9]2[C:5]=1[CH2:6][N:7]([CH2:27][C:28]1[C:33]([CH3:34])=[CH:32][C:31]([CH3:35])=[CH:30][C:29]=1[CH3:36])[CH:8]2[C:13]([NH:15][S:16]([C:19]1[C:20]([O:25]C)=[N:21][CH:22]=[CH:23][CH:24]=1)(=[O:18])=[O:17])=[O:14])([CH3:3])[CH3:2].Br. Product: [CH:1]([C:4]1[CH:12]=[CH:11][CH:10]=[C:9]2[C:5]=1[CH2:6][N:7]([CH2:27][C:28]1[C:29]([CH3:36])=[CH:30][C:31]([CH3:35])=[CH:32][C:33]=1[CH3:34])[CH:8]2[C:13]([NH:15][S:16]([C:19]1[C:20](=[O:25])[NH:21][CH:22]=[CH:23][CH:24]=1)(=[O:18])=[O:17])=[O:14])([CH3:3])[CH3:2]. The catalyst class is: 15. (2) Reactant: [S:1]1[CH:5]=[CH:4][C:3]([C:6]2[N:7]([CH2:11][C:12]3[CH:13]=[C:14]([C:18]4[CH:22]=[C:21]([CH2:23][CH:24]([CH3:26])[CH3:25])[S:20][C:19]=4[S:27]([NH:30]C(C)(C)C)(=[O:29])=[O:28])[CH:15]=[CH:16][CH:17]=3)[CH:8]=[CH:9][N:10]=2)=[CH:2]1.B(Cl)(Cl)Cl.C([O-])([O-])=O.[Na+].[Na+].Cl[C:46]([O:48][CH2:49][CH2:50][CH2:51][CH3:52])=[O:47]. Product: [CH2:49]([O:48][C:46]([NH:30][S:27]([C:19]1[S:20][C:21]([CH2:23][CH:24]([CH3:25])[CH3:26])=[CH:22][C:18]=1[C:14]1[CH:15]=[CH:16][CH:17]=[C:12]([CH2:11][N:7]2[CH:8]=[CH:9][N:10]=[C:6]2[C:3]2[CH:4]=[CH:5][S:1][CH:2]=2)[CH:13]=1)(=[O:29])=[O:28])=[O:47])[CH2:50][CH2:51][CH3:52]. The catalyst class is: 34.